From a dataset of NCI-60 drug combinations with 297,098 pairs across 59 cell lines. Regression. Given two drug SMILES strings and cell line genomic features, predict the synergy score measuring deviation from expected non-interaction effect. Drug 1: CC12CCC3C(C1CCC2=O)CC(=C)C4=CC(=O)C=CC34C. Drug 2: CC1=CC=C(C=C1)C2=CC(=NN2C3=CC=C(C=C3)S(=O)(=O)N)C(F)(F)F. Cell line: DU-145. Synergy scores: CSS=54.2, Synergy_ZIP=0.0935, Synergy_Bliss=1.44, Synergy_Loewe=1.61, Synergy_HSA=2.72.